This data is from Forward reaction prediction with 1.9M reactions from USPTO patents (1976-2016). The task is: Predict the product of the given reaction. The product is: [Cl:1][C:2]1[CH:3]=[C:4]([CH:8]2[O:52][C:50](=[O:35])[NH:47][CH:9]2[CH2:13][C:14]2[CH:19]=[CH:18][CH:17]=[C:16]([O:20][C:21]([F:25])([F:26])[CH:22]([F:23])[F:24])[CH:15]=2)[CH:5]=[CH:6][CH:7]=1. Given the reactants [Cl:1][C:2]1[CH:3]=[C:4]([CH:8](O)[CH:9]([CH2:13][C:14]2[CH:19]=[CH:18][CH:17]=[C:16]([O:20][C:21]([F:26])([F:25])[CH:22]([F:24])[F:23])[CH:15]=2)C(O)=O)[CH:5]=[CH:6][CH:7]=1.C1(P(N=[N+]=[N-])(C2C=CC=CC=2)=[O:35])C=CC=CC=1.C([N:47]([CH2:50]C)CC)C.[OH2:52], predict the reaction product.